The task is: Predict which catalyst facilitates the given reaction.. This data is from Catalyst prediction with 721,799 reactions and 888 catalyst types from USPTO. The catalyst class is: 79. Reactant: [OH:1][CH2:2][C@H:3]([CH2:19][CH:20]=[CH2:21])[CH2:4][C@H:5]1[CH2:9][O:8][C:7]([CH3:11])([CH3:10])[N:6]1[C:12]([O:14][C:15]([CH3:18])([CH3:17])[CH3:16])=[O:13].N1C=CN=C1.[CH3:27][C:28]([Si:31](Cl)([CH3:33])[CH3:32])([CH3:30])[CH3:29]. Product: [Si:31]([O:1][CH2:2][C@H:3]([CH2:19][CH:20]=[CH2:21])[CH2:4][C@H:5]1[CH2:9][O:8][C:7]([CH3:11])([CH3:10])[N:6]1[C:12]([O:14][C:15]([CH3:18])([CH3:17])[CH3:16])=[O:13])([C:28]([CH3:30])([CH3:29])[CH3:27])([CH3:33])[CH3:32].